From a dataset of Forward reaction prediction with 1.9M reactions from USPTO patents (1976-2016). Predict the product of the given reaction. (1) Given the reactants [Cl:1][C:2]1[CH:7]=[CH:6][C:5]([C@@H:8]2[N:14]([C:15]([N:17]3[CH2:22][CH2:21][O:20][CH2:19][CH2:18]3)=[O:16])[CH2:13][C:12]3[CH:23]=[CH:24][C:25]([C:27](OC)=[O:28])=[CH:26][C:11]=3[O:10][CH2:9]2)=[CH:4][CH:3]=1.[NH2:31][OH:32].[OH-].[Na+], predict the reaction product. The product is: [Cl:1][C:2]1[CH:7]=[CH:6][C:5]([C@@H:8]2[N:14]([C:15]([N:17]3[CH2:22][CH2:21][O:20][CH2:19][CH2:18]3)=[O:16])[CH2:13][C:12]3[CH:23]=[CH:24][C:25]([C:27]([NH:31][OH:32])=[O:28])=[CH:26][C:11]=3[O:10][CH2:9]2)=[CH:4][CH:3]=1. (2) The product is: [O:1]=[C:2]1[CH2:7][CH2:6][CH2:5][CH2:4][N:3]1[C:8]1[CH:13]=[CH:12][CH:11]=[CH:10][C:9]=1[CH2:14][CH2:15][N:16]1[CH2:21][CH2:20][CH2:19][CH:18]([C:22]2[CH:31]=[CH:30][CH:29]=[CH:28][C:23]=2[C:24]([OH:26])=[O:25])[CH2:17]1. Given the reactants [O:1]=[C:2]1[CH2:7][CH2:6][CH2:5][CH2:4][N:3]1[C:8]1[CH:13]=[CH:12][CH:11]=[CH:10][C:9]=1[CH2:14][CH2:15][N:16]1[CH2:21][CH2:20][CH2:19][CH:18]([C:22]2[CH:31]=[CH:30][CH:29]=[CH:28][C:23]=2[C:24]([O:26]C)=[O:25])[CH2:17]1.[OH-].[Na+], predict the reaction product. (3) Given the reactants C([O:5][C:6]([C:8]12[CH2:15][CH2:14][CH:11]([CH:12]=[CH:13]1)[N:10]([C:16]([O:18][CH2:19][C:20]1[CH:25]=[CH:24][CH:23]=[CH:22][CH:21]=1)=[O:17])[O:9]2)=[O:7])CCC.[OH-].[Na+], predict the reaction product. The product is: [CH2:19]([O:18][C:16]([N:10]1[CH:11]2[CH2:14][CH2:15][C:8]([C:6]([OH:7])=[O:5])([CH:13]=[CH:12]2)[O:9]1)=[O:17])[C:20]1[CH:21]=[CH:22][CH:23]=[CH:24][CH:25]=1. (4) Given the reactants [C:1]([N:5]1[CH2:27][CH2:26][CH2:25][CH2:24][C:8]2[C:9]([Br:23])=[C:10]3[C:19]4[CH:18]=[C:17](Br)[C:16]([O:21][CH3:22])=[CH:15][C:14]=4[CH2:13][CH2:12][N:11]3[C:7]=2[C:6]1=[O:28])([CH3:4])([CH3:3])[CH3:2].[N:29]1[CH:34]=[CH:33][CH:32]=[C:31](B(O)O)[CH:30]=1.C([O-])([O-])=O.[K+].[K+].COCCOC, predict the reaction product. The product is: [C:1]([N:5]1[CH2:27][CH2:26][CH2:25][CH2:24][C:8]2[C:9]([Br:23])=[C:10]3[C:19]4[CH:18]=[C:17]([C:31]5[CH:30]=[N:29][CH:34]=[CH:33][CH:32]=5)[C:16]([O:21][CH3:22])=[CH:15][C:14]=4[CH2:13][CH2:12][N:11]3[C:7]=2[C:6]1=[O:28])([CH3:2])([CH3:3])[CH3:4]. (5) The product is: [Br:1][C:2]1[C:3]([N:8]([C:9]([O:10][CH2:11][C:12]([Cl:14])([Cl:13])[Cl:15])=[O:16])[C@H:18]([C:17]([O:25][CH3:26])=[O:24])[CH2:20][CH:21]([CH3:23])[CH3:22])=[N:4][O:5][C:6]=1[CH3:7]. Given the reactants [Br:1][C:2]1[C:3]([NH:8][C:9](=[O:16])[O:10][CH2:11][C:12]([Cl:15])([Cl:14])[Cl:13])=[N:4][O:5][C:6]=1[CH3:7].[C:17]([O:25][CH3:26])(=[O:24])[CH:18]([CH2:20][CH:21]([CH3:23])[CH3:22])O.C1(P(C2C=CC=CC=2)C2C=CC=CC=2)C=CC=CC=1.N(C(OC(C)C)=O)=NC(OC(C)C)=O, predict the reaction product. (6) Given the reactants [CH2:1]([O:3][C@H:4]1[CH2:9][CH2:8][C@H:7]([NH:10][C:11]2[CH:12]=[CH:13][C:14]3[N:15]([C:17]([C:20]4[CH:25]=[CH:24][N:23]=[CH:22][CH:21]=4)=[CH:18][N:19]=3)[N:16]=2)[CH2:6][CH2:5]1)[CH3:2].C([O-])(O)=O.[Na+].[Br:31]Br, predict the reaction product. The product is: [Br:31][C:18]1[N:19]=[C:14]2[CH:13]=[CH:12][C:11]([NH:10][C@H:7]3[CH2:8][CH2:9][C@H:4]([O:3][CH2:1][CH3:2])[CH2:5][CH2:6]3)=[N:16][N:15]2[C:17]=1[C:20]1[CH:21]=[CH:22][N:23]=[CH:24][CH:25]=1. (7) Given the reactants Cl[C:2]1[N:7]=[CH:6][N:5]=[C:4]([NH:8][C:9]2[CH:14]=[C:13]([O:15][CH3:16])[C:12]([O:17][CH3:18])=[C:11]([O:19][CH3:20])[CH:10]=2)[N:3]=1.[Cl:21][C:22]1[CH:23]=[C:24]2[C:28](=[CH:29][CH:30]=1)[NH:27][C:26](=[O:31])[CH2:25]2, predict the reaction product. The product is: [Cl:21][C:22]1[CH:23]=[C:24]2[C:28](=[CH:29][CH:30]=1)[NH:27][C:26]([OH:31])=[C:25]2[C:2]1[N:3]=[C:4]([NH:8][C:9]2[CH:14]=[C:13]([O:15][CH3:16])[C:12]([O:17][CH3:18])=[C:11]([O:19][CH3:20])[CH:10]=2)[N:5]=[CH:6][N:7]=1.